From a dataset of Full USPTO retrosynthesis dataset with 1.9M reactions from patents (1976-2016). Predict the reactants needed to synthesize the given product. (1) Given the product [CH3:14][C@@H:13]([CH2:15][CH2:16][CH:17]=[C:18]([CH3:20])[CH3:19])[CH2:12][CH2:11][CH:1]1[CH2:6][CH2:5][CH2:4][CH2:3][CH2:2]1, predict the reactants needed to synthesize it. The reactants are: [CH:1]1([Mg]Cl)[CH2:6][CH2:5][CH2:4][CH2:3][CH2:2]1.[Cl-].[Li+].[CH2:11](Br)[CH2:12][C@H:13]([CH2:15][CH2:16][CH:17]=[C:18]([CH3:20])[CH3:19])[CH3:14]. (2) Given the product [Cl:1][C:2]1[C:3]2[N:4]([CH:10]=[N:9][CH:8]=2)[CH:5]=[CH:6][CH:7]=1, predict the reactants needed to synthesize it. The reactants are: [Cl:1][C:2]1[C:3]([CH2:8][NH:9][CH:10]=O)=[N:4][CH:5]=[CH:6][CH:7]=1.O=P(Cl)(Cl)Cl. (3) Given the product [CH3:14][N:4]1[C:5]2[CH2:10][CH2:9][N:8]([C:11](=[O:13])[CH3:12])[CH2:7][C:6]=2[C:2]([NH:20][C:19]2[CH:21]=[CH:22][C:16]([CH3:15])=[C:17]([C:23]3[CH:24]=[N:25][N:26]([CH3:28])[CH:27]=3)[CH:18]=2)=[N:3]1, predict the reactants needed to synthesize it. The reactants are: Br[C:2]1[C:6]2[CH2:7][N:8]([C:11](=[O:13])[CH3:12])[CH2:9][CH2:10][C:5]=2[N:4]([CH3:14])[N:3]=1.[CH3:15][C:16]1[CH:22]=[CH:21][C:19]([NH2:20])=[CH:18][C:17]=1[C:23]1[CH:24]=[N:25][N:26]([CH3:28])[CH:27]=1.C1(P(C2CCCCC2)C2(C(C)C)C(OC)C=CC(OC)=C2C2C(C(C)C)=CC(C(C)C)=CC=2)CCCCC1.C(O[Na])(C)(C)C. (4) Given the product [ClH:11].[C:1]([C:5]1[C:10]([Cl:11])=[CH:9][C:8]([C:12]2[N:13]([C:31]([N:44]3[CH2:43][CH2:42][N:41]([CH2:40][C:39]([N:38]([CH3:48])[CH3:37])=[O:47])[CH2:46][CH2:45]3)=[O:32])[C@H:14]([C:24]3[CH:25]=[CH:26][C:27]([Cl:30])=[CH:28][CH:29]=3)[C@H:15]([C:17]3[CH:18]=[CH:19][C:20]([Cl:23])=[CH:21][CH:22]=3)[N:16]=2)=[C:7]([O:34][CH2:35][CH3:36])[CH:6]=1)([CH3:3])([CH3:2])[CH3:4], predict the reactants needed to synthesize it. The reactants are: [C:1]([C:5]1[C:10]([Cl:11])=[CH:9][C:8]([C:12]2[N:13]([C:31](Cl)=[O:32])[C@H:14]([C:24]3[CH:29]=[CH:28][C:27]([Cl:30])=[CH:26][CH:25]=3)[C@H:15]([C:17]3[CH:22]=[CH:21][C:20]([Cl:23])=[CH:19][CH:18]=3)[N:16]=2)=[C:7]([O:34][CH2:35][CH3:36])[CH:6]=1)([CH3:4])([CH3:3])[CH3:2].[CH3:37][N:38]([CH3:48])[C:39](=[O:47])[CH2:40][N:41]1[CH2:46][CH2:45][NH:44][CH2:43][CH2:42]1. (5) Given the product [CH3:25][O:24][C@:12]1([C@@H:26]2[CH2:30][S:29][C:28](=[O:31])[N:27]2[CH2:32][C:33]2[CH:38]=[CH:37][C:36]([O:39][CH3:40])=[CH:35][CH:34]=2)[CH2:11][C@H:10]([O:9][C:46](=[O:45])/[CH:47]=[C:42](/[CH3:5])\[CH2:43][CH2:44][CH:55]=[CH2:59])[CH2:15][C@@H:14]([CH2:16][CH2:17][C:18]2[CH:19]=[CH:20][CH:21]=[CH:22][CH:23]=2)[O:13]1, predict the reactants needed to synthesize it. The reactants are: [O-]S([C:5](F)(F)F)(=O)=O.[OH:9][C@H:10]1[CH2:15][C@@H:14]([CH2:16][CH2:17][C:18]2[CH:23]=[CH:22][CH:21]=[CH:20][CH:19]=2)[O:13][C@:12]([C@@H:26]2[CH2:30][S:29][C:28](=[O:31])[N:27]2[CH2:32][C:33]2[CH:38]=[CH:37][C:36]([O:39][CH3:40])=[CH:35][CH:34]=2)([O:24][CH3:25])[CH2:11]1.O[C@H:42]1[CH2:47][C@@H:46](CCCC=C)[O:45][C@:44]([C@@H:55]2[CH2:59]SC(=O)N2CC2C=CC(OC)=CC=2)(OC)[CH2:43]1. (6) Given the product [F:12][C:9]([F:10])([F:11])[C:6]1[CH:5]=[CH:4][C:3]([CH2:2][O:1][C:14]2[N:15]=[C:16]([OH:24])[C:17]3[CH:23]=[CH:22][N:21]=[CH:20][C:18]=3[N:19]=2)=[CH:8][CH:7]=1, predict the reactants needed to synthesize it. The reactants are: [OH:1][CH2:2][C:3]1[CH:8]=[CH:7][C:6]([C:9]([F:12])([F:11])[F:10])=[CH:5][CH:4]=1.Cl[C:14]1[N:15]=[C:16]([OH:24])[C:17]2[CH:23]=[CH:22][N:21]=[CH:20][C:18]=2[N:19]=1. (7) Given the product [CH:1]1([N:4]([C@H:5]2[CH2:10][CH2:9][C@H:8]([CH2:11][C:12]([O:14][CH3:15])=[O:13])[CH2:7][CH2:6]2)[C:30](=[O:31])[C:29]2[CH:33]=[CH:34][C:26]([Cl:25])=[CH:27][CH:28]=2)[CH2:2][CH2:3]1, predict the reactants needed to synthesize it. The reactants are: [CH:1]1([NH:4][C@H:5]2[CH2:10][CH2:9][C@H:8]([CH2:11][C:12]([O:14][CH3:15])=[O:13])[CH2:7][CH2:6]2)[CH2:3][CH2:2]1.C(N(C(C)C)CC)(C)C.[Cl:25][C:26]1[CH:34]=[CH:33][C:29]([C:30](O)=[O:31])=[CH:28][CH:27]=1.O=C1N(P(Cl)(N2CCOC2=O)=O)CCO1. (8) Given the product [C:38]([O:40][C:4]1[CH:18]=[CH:17][C:7]([O:8][C:9]([CH3:15])([CH3:16])[C:10]([O:12][CH2:13][CH3:14])=[O:11])=[C:6]([CH3:19])[CH:5]=1)(=[O:39])[CH3:34], predict the reactants needed to synthesize it. The reactants are: C([C:4]1[CH:18]=[CH:17][C:7]([O:8][C:9]([CH3:16])([CH3:15])[C:10]([O:12][CH2:13][CH3:14])=[O:11])=[C:6]([CH3:19])[CH:5]=1)(=O)C.C1(C)C=CC(S(O)(=O)=O)=CC=1.ClC1C=CC=[C:34]([C:38]([O:40]O)=[O:39])C=1.[I-].[K+]. (9) Given the product [F:20][C:21]1[CH:22]=[C:23]([CH:24]=[C:25]([F:27])[CH:26]=1)[O:19][CH2:18][C@H:15]1[CH2:14][N:11]2[CH2:12][CH2:13][N:8]([C:1]3[N:32]=[N:31][C:30]([Cl:29])=[CH:35][CH:34]=3)[CH2:9][C@@H:10]2[CH2:17][CH2:16]1, predict the reactants needed to synthesize it. The reactants are: [C:1]([N:8]1[CH2:13][CH2:12][N:11]2[CH2:14][C@H:15]([CH2:18][OH:19])[CH2:16][CH2:17][C@H:10]2[CH2:9]1)(OC(C)(C)C)=O.[F:20][C:21]1[CH:22]=[C:23](O)[CH:24]=[C:25]([F:27])[CH:26]=1.[Cl:29][C:30]1[N:31]=[N:32]C(Cl)=[CH:34][CH:35]=1.